This data is from NCI-60 drug combinations with 297,098 pairs across 59 cell lines. The task is: Regression. Given two drug SMILES strings and cell line genomic features, predict the synergy score measuring deviation from expected non-interaction effect. (1) Drug 1: CN(C)C1=NC(=NC(=N1)N(C)C)N(C)C. Drug 2: CCC1=C2CN3C(=CC4=C(C3=O)COC(=O)C4(CC)O)C2=NC5=C1C=C(C=C5)O. Cell line: SF-268. Synergy scores: CSS=39.3, Synergy_ZIP=3.38, Synergy_Bliss=5.33, Synergy_Loewe=-30.3, Synergy_HSA=1.43. (2) Synergy scores: CSS=43.9, Synergy_ZIP=-4.06, Synergy_Bliss=-3.10, Synergy_Loewe=-12.7, Synergy_HSA=-2.01. Drug 2: CCC1(C2=C(COC1=O)C(=O)N3CC4=CC5=C(C=CC(=C5CN(C)C)O)N=C4C3=C2)O.Cl. Drug 1: CN1C(=O)N2C=NC(=C2N=N1)C(=O)N. Cell line: K-562. (3) Drug 1: COC1=CC(=CC(=C1O)OC)C2C3C(COC3=O)C(C4=CC5=C(C=C24)OCO5)OC6C(C(C7C(O6)COC(O7)C8=CC=CS8)O)O. Drug 2: C1CN(CCN1C(=O)CCBr)C(=O)CCBr. Cell line: CAKI-1. Synergy scores: CSS=49.6, Synergy_ZIP=-7.14, Synergy_Bliss=-4.48, Synergy_Loewe=-0.739, Synergy_HSA=1.67.